Dataset: Catalyst prediction with 721,799 reactions and 888 catalyst types from USPTO. Task: Predict which catalyst facilitates the given reaction. Reactant: [Br:1][C:2]1[CH:6]=[N:5][N:4]([CH3:7])[C:3]=1[NH:8][C:9]1[CH:14]=[CH:13][C:12](I)=[CH:11][CH:10]=1.C(=O)([O-])[O-].[Cs+].[Cs+].[CH3:22][O:23][CH2:24][CH2:25]OC. Product: [Br:1][C:2]1[CH:6]=[N:5][N:4]([CH3:7])[C:3]=1[NH:8][C:9]1[CH:14]=[CH:13][C:12]([C:2]2[CH:3]=[N:4][C:24]([O:23][CH3:22])=[CH:25][CH:6]=2)=[CH:11][CH:10]=1. The catalyst class is: 690.